The task is: Predict which catalyst facilitates the given reaction.. This data is from Catalyst prediction with 721,799 reactions and 888 catalyst types from USPTO. (1) Reactant: Br[C:2]1[CH:3]=[N:4][CH:5]=[CH:6][CH:7]=1.[Li]CCCC.[Li][C:14]1[CH:15]=[N:16][CH:17]=[CH:18][CH:19]=1.C([O:22][C:23]([C:25]1N2C=CC=CC2=[C:27]([C:34]([NH:36][C:37]23[CH2:46][CH:41]4[CH2:42][CH:43]([CH2:45][CH:39]([CH2:40]4)[CH2:38]2)[CH2:44]3)=[O:35])[N:26]=1)=O)C. Product: [C:37]12([NH:36][C:34]([C:27]3[N:26]=[C:25]([C:23]([C:14]4[CH:15]=[N:16][CH:17]=[CH:18][CH:19]=4)=[O:22])[N:4]4[CH:5]=[CH:6][CH:7]=[CH:2][C:3]=34)=[O:35])[CH2:44][CH:43]3[CH2:42][CH:41]([CH2:40][CH:39]([CH2:45]3)[CH2:38]1)[CH2:46]2. The catalyst class is: 28. (2) Reactant: O[C:2]1[C:11]2[C:6](=[N:7][CH:8]=[CH:9][CH:10]=2)[N:5]([C:12]2[CH:17]=[CH:16][CH:15]=[C:14]([O:18][C:19]([F:22])([F:21])[F:20])[CH:13]=2)[C:4](=[O:23])[C:3]=1[C:24](=O)[CH2:25][C:26]1[CH:31]=[CH:30][CH:29]=[CH:28][C:27]=1[N+:32]([O-:34])=[O:33].O.[NH2:37][NH2:38].C(=O)([O-])O.[Na+]. Product: [N+:32]([C:27]1[CH:28]=[CH:29][CH:30]=[CH:31][C:26]=1[CH2:25][C:24]1[C:3]2[C:4](=[O:23])[N:5]([C:12]3[CH:17]=[CH:16][CH:15]=[C:14]([O:18][C:19]([F:21])([F:22])[F:20])[CH:13]=3)[C:6]3[N:7]=[CH:8][CH:9]=[CH:10][C:11]=3[C:2]=2[NH:38][N:37]=1)([O-:34])=[O:33]. The catalyst class is: 3. (3) Reactant: [NH2:1][C:2]1[C:3]([S:8]([NH2:11])(=[O:10])=[O:9])=[N:4][CH:5]=[CH:6][CH:7]=1.[CH2:12]([O:14][C:15](=[O:20])[CH2:16][C:17](Cl)=O)[CH3:13]. Product: [O:9]=[S:8]1(=[O:10])[C:3]2[C:2](=[CH:7][CH:6]=[CH:5][N:4]=2)[NH:1][C:17]([CH2:16][C:15]([OH:20])=[O:14])=[N:11]1.[CH2:12]([O:14][C:15](=[O:20])[CH2:16][C:17]1[NH:1][C:2]2[C:3](=[N:4][CH:5]=[CH:6][CH:7]=2)[S:8](=[O:10])(=[O:9])[N:11]=1)[CH3:13]. The catalyst class is: 155. (4) Reactant: [CH3:1][O:2][C:3]([CH:5]1[CH2:9][N:8](C(OCC2C=CC=CC=2)=O)[CH:7]2[CH2:20][CH2:21][N:22]([C:23](=[O:39])[CH:24]([NH:31][C:32]([O:34][C:35]([CH3:38])([CH3:37])[CH3:36])=[O:33])[CH:25]3[CH2:30][CH2:29][CH2:28][CH2:27][CH2:26]3)[CH:6]12)=[O:4]. Product: [CH3:1][O:2][C:3]([CH:5]1[CH2:9][NH:8][CH:7]2[CH2:20][CH2:21][N:22]([C:23](=[O:39])[CH:24]([NH:31][C:32]([O:34][C:35]([CH3:37])([CH3:36])[CH3:38])=[O:33])[CH:25]3[CH2:30][CH2:29][CH2:28][CH2:27][CH2:26]3)[CH:6]12)=[O:4]. The catalyst class is: 19. (5) Reactant: C(OC([N:8]1[CH2:11][CH:10]([O:12][C:13]2[C:22]([C:23]3[CH:24]=[N:25][N:26]([CH:28]4[CH2:30][CH2:29]4)[CH:27]=3)=[CH:21][CH:20]=[C:19]3[C:14]=2[CH2:15][CH2:16][C@H:17]([CH3:35])[N:18]3[C:31]([O:33][CH3:34])=[O:32])[CH2:9]1)=O)(C)(C)C.FC(F)(F)C(O)=O. Product: [NH:8]1[CH2:9][CH:10]([O:12][C:13]2[C:22]([C:23]3[CH:24]=[N:25][N:26]([CH:28]4[CH2:29][CH2:30]4)[CH:27]=3)=[CH:21][CH:20]=[C:19]3[C:14]=2[CH2:15][CH2:16][C@H:17]([CH3:35])[N:18]3[C:31]([O:33][CH3:34])=[O:32])[CH2:11]1. The catalyst class is: 4. (6) Reactant: [C:1]([C:3]([CH3:10])([CH3:9])[CH:4]([OH:8])[CH2:5][CH2:6][OH:7])#[N:2].[C:11]1(C)[CH:16]=CC(S(O)(=O)=O)=C[CH:12]=1.C(=O)([O-])[O-].[K+].[K+]. Product: [C:1]([C:3]([CH:4]1[CH2:5][CH2:6][O:7][C:11]([CH3:16])([CH3:12])[O:8]1)([CH3:10])[CH3:9])#[N:2]. The catalyst class is: 21. (7) Product: [Br:11][C:12]1[C:13]2[N:14]([N:20]=[C:21]([C:23]([F:26])([F:25])[F:24])[CH:22]=2)[C:15]([NH:8][CH3:7])=[CH:16][CH:17]=1. The catalyst class is: 16. Reactant: CC(C)([O-])C.[K+].[CH3:7][NH:8]C=O.[Br:11][C:12]1[C:13]2[N:14]([N:20]=[C:21]([C:23]([F:26])([F:25])[F:24])[CH:22]=2)[C:15](OC)=[CH:16][CH:17]=1.